From a dataset of Full USPTO retrosynthesis dataset with 1.9M reactions from patents (1976-2016). Predict the reactants needed to synthesize the given product. (1) Given the product [Br:16][C:17]1[CH:18]=[C:19]2[C:23](=[C:24]([C:26]([O:28][CH3:29])=[O:27])[CH:25]=1)[N:22]([C:9]([O:11][C:12]([CH3:13])([CH3:14])[CH3:15])=[O:10])[CH:21]=[C:20]2[CH:30]1[CH2:34][CH2:33][S:32][CH2:31]1, predict the reactants needed to synthesize it. The reactants are: [CH3:13][C:12]([O:11][C:9](O[C:9]([O:11][C:12]([CH3:15])([CH3:14])[CH3:13])=[O:10])=[O:10])([CH3:15])[CH3:14].[Br:16][C:17]1[CH:18]=[C:19]2[C:23](=[C:24]([C:26]([O:28][CH3:29])=[O:27])[CH:25]=1)[NH:22][CH:21]=[C:20]2[CH:30]1[CH2:34][CH2:33][S:32][CH2:31]1. (2) The reactants are: [F:1][C:2]([F:12])([F:11])[O:3][C:4]1[CH:10]=[CH:9][C:7]([NH2:8])=[CH:6][CH:5]=1.[Cl:13][C:14]1[CH:22]=[C:21]([F:23])[C:20]([N+:24]([O-:26])=[O:25])=[CH:19][C:15]=1[C:16](Cl)=[O:17].OS([O-])(=O)=O.[K+]. Given the product [F:1][C:2]([F:11])([F:12])[O:3][C:4]1[CH:10]=[CH:9][C:7]([NH:8][C:16](=[O:17])[C:15]2[CH:19]=[C:20]([N+:24]([O-:26])=[O:25])[C:21]([F:23])=[CH:22][C:14]=2[Cl:13])=[CH:6][CH:5]=1, predict the reactants needed to synthesize it. (3) Given the product [CH3:1][O:2][C:3]([C:5]1[C:6]([O:13][CH3:14])=[N:7][C:8]([N:15]2[CH2:20][CH2:19][O:18][CH2:17][CH2:16]2)=[CH:9][C:10]=1[CH3:11])=[O:4], predict the reactants needed to synthesize it. The reactants are: [CH3:1][O:2][C:3]([C:5]1[C:6]([O:13][CH3:14])=[N:7][C:8](Cl)=[CH:9][C:10]=1[CH3:11])=[O:4].[NH:15]1[CH2:20][CH2:19][O:18][CH2:17][CH2:16]1.CCN(CC)CC.CCOC(C)=O. (4) The reactants are: [OH:1][CH2:2][CH2:3][C:4]1[CH:9]=[CH:8][C:7]([OH:10])=[CH:6][CH:5]=1.Cl[C:12]1[CH:17]=[CH:16][C:15]([C:18]([F:21])([F:20])[F:19])=[CH:14][N:13]=1. Given the product [F:19][C:18]([F:21])([F:20])[C:15]1[CH:16]=[CH:17][C:12]([O:10][C:7]2[CH:8]=[CH:9][C:4]([CH2:3][CH2:2][OH:1])=[CH:5][CH:6]=2)=[N:13][CH:14]=1, predict the reactants needed to synthesize it.